This data is from Rat liver microsome stability data. The task is: Regression/Classification. Given a drug SMILES string, predict its absorption, distribution, metabolism, or excretion properties. Task type varies by dataset: regression for continuous measurements (e.g., permeability, clearance, half-life) or binary classification for categorical outcomes (e.g., BBB penetration, CYP inhibition). Dataset: rlm. The compound is Cc1c(C(=O)Nc2ccc(Cl)cn2)nn(C)c1-c1ccc(F)cc1. The result is 0 (unstable in rat liver microsomes).